This data is from Forward reaction prediction with 1.9M reactions from USPTO patents (1976-2016). The task is: Predict the product of the given reaction. (1) The product is: [C:5]([N:8]1[C:17]2[C:12](=[CH:13][C:14]([I:33])=[CH:15][CH:16]=2)[C:11]([C:20]2[CH:25]=[CH:24][CH:23]=[CH:22][CH:21]=2)([CH3:19])[CH2:10][C:9]1([CH3:27])[CH3:26])(=[O:7])[CH3:6]. Given the reactants N([O-])=O.[Na+].[C:5]([N:8]1[C:17]2[C:12](=[CH:13][C:14](N)=[CH:15][CH:16]=2)[C:11]([C:20]2[CH:25]=[CH:24][CH:23]=[CH:22][CH:21]=2)([CH3:19])[CH2:10][C:9]1([CH3:27])[CH3:26])(=[O:7])[CH3:6].S(=O)(=O)(O)O.[I-:33].[K+], predict the reaction product. (2) The product is: [C:18]([OH:28])(=[O:27])[C@@H:19]([C:21]1[CH:26]=[CH:25][CH:24]=[CH:23][CH:22]=1)[OH:20].[NH2:1][C@H:2]([CH2:8][C:9]1[CH:14]=[C:13]([F:15])[C:12]([F:16])=[CH:11][C:10]=1[F:17])[CH2:3][C:4]([O:6][CH3:7])=[O:5]. Given the reactants [NH2:1][CH:2]([CH2:8][C:9]1[CH:14]=[C:13]([F:15])[C:12]([F:16])=[CH:11][C:10]=1[F:17])[CH2:3][C:4]([O:6][CH3:7])=[O:5].[C:18]([OH:28])(=[O:27])[C@@H:19]([C:21]1[CH:26]=[CH:25][CH:24]=[CH:23][CH:22]=1)[OH:20].O, predict the reaction product. (3) Given the reactants [BH4-].[Li+].C[O:4][C:5](=O)[C:6]1[CH:11]=[C:10]([N+:12]([O-:14])=[O:13])[CH:9]=[C:8]([F:15])[CH:7]=1.C(OCC)C.Cl, predict the reaction product. The product is: [F:15][C:8]1[CH:7]=[C:6]([CH:11]=[C:10]([N+:12]([O-:14])=[O:13])[CH:9]=1)[CH2:5][OH:4]. (4) Given the reactants CC1(C)C(C)(C)OB([C:9]2[C:18]3[C:13](=[CH:14][CH:15]=[CH:16][CH:17]=3)[N:12]=[C:11]([C:19]([O:21][CH2:22][CH3:23])=[O:20])[CH:10]=2)O1.BrC[C:27]1[CH:32]=[CH:31][N:30]=[C:29]([O:33][CH3:34])[CH:28]=1.[C:35]1(C)C=CC=CC=1.C([O-])([O-])=O.[Na+].[Na+], predict the reaction product. The product is: [CH3:34][O:33][C:29]1[C:28]([CH2:35][C:9]2[C:18]3[C:13](=[CH:14][CH:15]=[CH:16][CH:17]=3)[N:12]=[C:11]([C:19]([O:21][CH2:22][CH3:23])=[O:20])[CH:10]=2)=[CH:27][CH:32]=[CH:31][N:30]=1. (5) Given the reactants [F:1][C:2]([F:13])([F:12])[C:3]1[CH:8]=[CH:7][C:6](B(O)O)=[CH:5][CH:4]=1.Br[C:15]1[S:16][CH:17]=[CH:18][N:19]=1, predict the reaction product. The product is: [F:1][C:2]([F:13])([F:12])[C:3]1[CH:8]=[CH:7][C:6]([C:15]2[S:16][CH:17]=[CH:18][N:19]=2)=[CH:5][CH:4]=1.